This data is from Reaction yield outcomes from USPTO patents with 853,638 reactions. The task is: Predict the reaction yield, written as a fraction of the theoretical maximum amount of product (1.0 means a 100% yield; for example, 0.34 means a 34% yield). The reactants are Br[C:2]1[CH:10]=[C:9]2[C:5]([C:6]([N:11]([CH3:15])[C:12]([NH2:14])=[O:13])=[N:7][NH:8]2)=[CH:4][CH:3]=1.[CH:16]1([N:19]2[CH2:24][C:23]3([CH2:29][CH2:28][N:27]([S:30]([C:33]4[CH:38]=[CH:37][C:36](B5OC(C)(C)C(C)(C)O5)=[CH:35][CH:34]=4)(=[O:32])=[O:31])[CH2:26][CH2:25]3)[O:22][CH2:21][C:20]2=[O:48])[CH2:18][CH2:17]1. No catalyst specified. The product is [CH:16]1([N:19]2[CH2:24][C:23]3([CH2:29][CH2:28][N:27]([S:30]([C:33]4[CH:34]=[CH:35][C:36]([C:2]5[CH:10]=[C:9]6[C:5]([C:6]([N:11]([CH3:15])[C:12]([NH2:14])=[O:13])=[N:7][NH:8]6)=[CH:4][CH:3]=5)=[CH:37][CH:38]=4)(=[O:31])=[O:32])[CH2:26][CH2:25]3)[O:22][CH2:21][C:20]2=[O:48])[CH2:17][CH2:18]1. The yield is 0.260.